Task: Predict the reactants needed to synthesize the given product.. Dataset: Full USPTO retrosynthesis dataset with 1.9M reactions from patents (1976-2016) Given the product [Cl:1][C:2]1[C:7]([C:8]2[CH:9]=[C:10]([CH:14]([C:16]3[O:17][CH:18]=[CH:19][N:20]=3)[OH:15])[CH:11]=[CH:12][CH:13]=2)=[CH:6][N:5]=[C:4]2[N:21]([CH2:31][O:32][CH2:33][CH2:34][Si:35]([CH3:38])([CH3:37])[CH3:36])[CH:22]=[C:23]([C:24]3[CH:29]=[CH:28][CH:27]=[CH:26][C:25]=3[F:30])[C:3]=12, predict the reactants needed to synthesize it. The reactants are: [Cl:1][C:2]1[C:7]([C:8]2[CH:9]=[C:10]([C:14]([C:16]3[O:17][CH:18]=[CH:19][N:20]=3)=[O:15])[CH:11]=[CH:12][CH:13]=2)=[CH:6][N:5]=[C:4]2[N:21]([CH2:31][O:32][CH2:33][CH2:34][Si:35]([CH3:38])([CH3:37])[CH3:36])[CH:22]=[C:23]([C:24]3[CH:29]=[CH:28][CH:27]=[CH:26][C:25]=3[F:30])[C:3]=12.[BH4-].[Na+].